This data is from Full USPTO retrosynthesis dataset with 1.9M reactions from patents (1976-2016). The task is: Predict the reactants needed to synthesize the given product. (1) Given the product [O:15]1[C:20]2[CH:21]=[CH:22][C:23]([CH2:25][N:26]([CH:34]3[CH2:39][CH2:38][N:37]([CH2:13][CH2:12][N:3]4[C:4]5[C:9](=[CH:8][CH:7]=[CH:6][N:5]=5)[CH:10]=[CH:11][C:2]4=[O:1])[CH2:36][CH2:35]3)[C:27](=[O:33])[O:28][C:29]([CH3:32])([CH3:30])[CH3:31])=[CH:24][C:19]=2[O:18][CH2:17][CH2:16]1, predict the reactants needed to synthesize it. The reactants are: [O:1]=[C:2]1[CH:11]=[CH:10][C:9]2[C:4](=[N:5][CH:6]=[CH:7][CH:8]=2)[N:3]1[CH2:12][CH:13]=O.[O:15]1[C:20]2[CH:21]=[CH:22][C:23]([CH2:25][N:26]([CH:34]3[CH2:39][CH2:38][NH:37][CH2:36][CH2:35]3)[C:27](=[O:33])[O:28][C:29]([CH3:32])([CH3:31])[CH3:30])=[CH:24][C:19]=2[O:18][CH2:17][CH2:16]1.C(O)(=O)C.C(O[BH-](OC(=O)C)OC(=O)C)(=O)C.[Na+]. (2) Given the product [Br:23][CH2:2][C:3]#[C:4][C:5]1[CH:6]=[C:7]([CH2:11][CH:12]([O:18][CH:19]([CH3:21])[CH3:20])[C:13]([O:15][CH2:16][CH3:17])=[O:14])[CH:8]=[CH:9][CH:10]=1, predict the reactants needed to synthesize it. The reactants are: O[CH2:2][C:3]#[C:4][C:5]1[CH:6]=[C:7]([CH2:11][CH:12]([O:18][CH:19]([CH3:21])[CH3:20])[C:13]([O:15][CH2:16][CH3:17])=[O:14])[CH:8]=[CH:9][CH:10]=1.P(Br)(Br)[Br:23]. (3) Given the product [CH:30]([C:31]1[CH:4]=[C:3]([NH:2][C:19](=[O:20])[O:21][C:22]2[CH:27]=[CH:26][CH:25]=[CH:24][CH:23]=2)[CH:8]=[CH:7][CH:32]=1)([CH3:12])[CH3:29], predict the reactants needed to synthesize it. The reactants are: F[C:2](F)(F)[C:3]1[CH:8]=[CH:7]N=C(N)[N:4]=1.[C:12](=O)([O-])[O-].[K+].[K+].Cl[C:19]([O:21][C:22]1[CH:27]=[CH:26][CH:25]=[CH:24][CH:23]=1)=[O:20].O1[CH2:32][CH2:31][CH2:30][CH2:29]1. (4) The reactants are: [CH:1]([C:4]1[CH:5]=[C:6]([CH:10]=[C:11]([CH:15]([CH3:17])[CH3:16])[C:12]=1[O:13][CH3:14])[C:7]([OH:9])=O)([CH3:3])[CH3:2].C(Cl)(=O)C(Cl)=O.[Sn](Cl)(Cl)(Cl)Cl.[Br:29][C:30]1[CH:43]=[CH:42][CH:41]=[CH:40][C:31]=1[CH2:32][C:33]1[O:34][C:35]([CH3:39])=[C:36]([CH3:38])[CH:37]=1. Given the product [Br:29][C:30]1[CH:43]=[CH:42][CH:41]=[CH:40][C:31]=1[CH2:32][C:33]1[O:34][C:35]([CH3:39])=[C:36]([CH3:38])[C:37]=1[C:7]([C:6]1[CH:10]=[C:11]([CH:15]([CH3:17])[CH3:16])[C:12]([O:13][CH3:14])=[C:4]([CH:1]([CH3:2])[CH3:3])[CH:5]=1)=[O:9], predict the reactants needed to synthesize it.